From a dataset of Forward reaction prediction with 1.9M reactions from USPTO patents (1976-2016). Predict the product of the given reaction. Given the reactants [C:1]([O:20][CH2:21][C@H:22]1[CH2:27][CH2:26][C@H:25]([OH:28])[CH2:24][CH2:23]1)([C:14]1[CH:19]=[CH:18][CH:17]=[CH:16][CH:15]=1)([C:8]1[CH:13]=[CH:12][CH:11]=[CH:10][CH:9]=1)[C:2]1[CH:7]=[CH:6][CH:5]=[CH:4][CH:3]=1.[CH3:29][S:30](Cl)(=[O:32])=[O:31], predict the reaction product. The product is: [CH3:29][S:30]([O:28][C@H:25]1[CH2:26][CH2:27][C@H:22]([CH2:21][O:20][C:1]([C:8]2[CH:13]=[CH:12][CH:11]=[CH:10][CH:9]=2)([C:14]2[CH:15]=[CH:16][CH:17]=[CH:18][CH:19]=2)[C:2]2[CH:3]=[CH:4][CH:5]=[CH:6][CH:7]=2)[CH2:23][CH2:24]1)(=[O:32])=[O:31].